Task: Predict the reaction yield, written as a fraction of the theoretical maximum amount of product (1.0 means a 100% yield; for example, 0.34 means a 34% yield).. Dataset: Reaction yield outcomes from USPTO patents with 853,638 reactions (1) The reactants are [CH:1]1([C:11](O)=[O:12])[C:10]2[C:5](=[CH:6][CH:7]=[CH:8][CH:9]=2)[CH2:4][CH2:3][CH2:2]1.[H-].[Al+3].[Li+].[H-].[H-].[H-].O.C(OCC)(=O)C. The catalyst is O1CCCC1. The product is [CH:1]1([CH2:11][OH:12])[C:10]2[C:5](=[CH:6][CH:7]=[CH:8][CH:9]=2)[CH2:4][CH2:3][CH2:2]1. The yield is 0.970. (2) The reactants are [Cl:1][C:2]1[C:11]2[C:6](=[CH:7][CH:8]=[C:9]([Br:12])[CH:10]=2)[N:5]=[CH:4][N:3]=1.[CH2:13]([O:20][C:21]1[CH:27]=[CH:26][C:24]([NH2:25])=[CH:23][CH:22]=1)[C:14]1[CH:19]=[CH:18][CH:17]=[CH:16][CH:15]=1. The catalyst is CC(O)C. The product is [ClH:1].[CH2:13]([O:20][C:21]1[CH:22]=[CH:23][C:24]([NH:25][C:2]2[C:11]3[C:6](=[CH:7][CH:8]=[C:9]([Br:12])[CH:10]=3)[N:5]=[CH:4][N:3]=2)=[CH:26][CH:27]=1)[C:14]1[CH:15]=[CH:16][CH:17]=[CH:18][CH:19]=1. The yield is 0.880. (3) The reactants are [CH2:1]([Li])[CH2:2][CH2:3][CH3:4].CCCCCC.C(C1C=[N:16][C:17]2[C:22]([CH:23]=1)=[CH:21][CH:20]=[C:19]([NH:24][C:25](=[O:34])[O:26][CH2:27][C:28]1[CH:33]=[CH:32][CH:31]=[CH:30][CH:29]=1)[CH:18]=2)=O. The catalyst is [Br-].C[P+](C1C=CC=CC=1)(C1C=CC=CC=1)C1C=CC=CC=1.C1COCC1. The product is [CH:3]([C:2]1[CH:1]=[N:16][C:17]2[C:22]([CH:23]=1)=[CH:21][CH:20]=[C:19]([NH:24][C:25](=[O:34])[O:26][CH2:27][C:28]1[CH:29]=[CH:30][CH:31]=[CH:32][CH:33]=1)[CH:18]=2)=[CH2:4]. The yield is 0.940. (4) The yield is 0.605. The reactants are Cl[S:2]([C:5]1[CH:6]=[N:7][CH:8]=[C:9]([CH:14]=1)[C:10]([O:12][CH3:13])=[O:11])(=[O:4])=[O:3].[NH:15]1[CH2:20][CH2:19][O:18][CH2:17][CH2:16]1.C(=O)([O-])[O-].[K+].[K+]. The product is [O:18]1[CH2:19][CH2:20][N:15]([S:2]([C:5]2[CH:6]=[N:7][CH:8]=[C:9]([CH:14]=2)[C:10]([O:12][CH3:13])=[O:11])(=[O:4])=[O:3])[CH2:16][CH2:17]1. The catalyst is C1COCC1. (5) The reactants are [Br:1][C:2]1[C:7]([CH3:8])=[CH:6][C:5]([OH:9])=[CH:4][C:3]=1[CH3:10].[CH3:11]I. The catalyst is CC(C)=O. The product is [Br:1][C:2]1[C:7]([CH3:8])=[CH:6][C:5]([O:9][CH3:11])=[CH:4][C:3]=1[CH3:10]. The yield is 0.940. (6) The reactants are Cl.Cl.[F:3][C:4]1[CH:9]=[CH:8][C:7]([C@@H:10]2[CH2:14][N:13]([CH2:15][CH2:16][O:17][CH3:18])[CH2:12][C@H:11]2[NH2:19])=[CH:6][CH:5]=1.CCN(C(C)C)C(C)C.[CH3:29][N:30]1[CH:34]=[C:33]([C:35]2[C:39]([CH3:40])=[C:38]([NH:41][C:42](=O)[O:43]C3C=CC=CC=3)[N:37]([C:51]3[CH:56]=[CH:55][CH:54]=[CH:53][CH:52]=3)[N:36]=2)[CH:32]=[N:31]1. The catalyst is CC(N(C)C)=O. The product is [CH3:29][N:30]1[CH:34]=[C:33]([C:35]2[C:39]([CH3:40])=[C:38]([NH:41][C:42]([NH:19][C@H:11]3[C@H:10]([C:7]4[CH:8]=[CH:9][C:4]([F:3])=[CH:5][CH:6]=4)[CH2:14][N:13]([CH2:15][CH2:16][O:17][CH3:18])[CH2:12]3)=[O:43])[N:37]([C:51]3[CH:56]=[CH:55][CH:54]=[CH:53][CH:52]=3)[N:36]=2)[CH:32]=[N:31]1. The yield is 0.630. (7) The reactants are [Cl:1][C:2]1[C:3]2[CH:22]=[C:21]([Cl:23])[CH:20]=[CH:19][C:4]=2[N:5]([CH2:10][C:11]2[CH:16]=[CH:15][C:14]([O:17][CH3:18])=[CH:13][CH:12]=2)[C:6](=[O:9])[CH2:7]N=1.[CH3:24]C(C)([O-])C.[K+].[Br:30][C:31]1[CH:38]=[CH:37][CH:36]=[CH:35][C:32]=1[CH2:33]Br. The catalyst is C1COCC1. The product is [Br:30][C:31]1[CH:38]=[CH:37][CH:36]=[CH:35][C:32]=1[CH2:33][CH:7]1[C:6](=[O:9])[N:5]([CH2:10][C:11]2[CH:16]=[CH:15][C:14]([O:17][CH3:18])=[CH:13][CH:12]=2)[C:4]2[CH:19]=[CH:20][C:21]([Cl:23])=[CH:22][C:3]=2[C:2]([Cl:1])=[CH:24]1. The yield is 0.740.